The task is: Predict the product of the given reaction.. This data is from Forward reaction prediction with 1.9M reactions from USPTO patents (1976-2016). Given the reactants [N:1]1[C:10]2[C:5](=[CH:6][C:7]([CH2:11][N:12]3[C:16]4=[N:17][C:18]([C:21]5[CH:29]=[CH:28][C:24]([C:25](O)=[O:26])=[CH:23][CH:22]=5)=[CH:19][CH:20]=[C:15]4[N:14]=[N:13]3)=[CH:8][CH:9]=2)[CH:4]=[CH:3][CH:2]=1.[CH:30]([NH2:33])([CH3:32])[CH3:31], predict the reaction product. The product is: [CH:30]([NH:33][C:25](=[O:26])[C:24]1[CH:28]=[CH:29][C:21]([C:18]2[N:17]=[C:16]3[N:12]([CH2:11][C:7]4[CH:6]=[C:5]5[C:10](=[CH:9][CH:8]=4)[N:1]=[CH:2][CH:3]=[CH:4]5)[N:13]=[N:14][C:15]3=[CH:20][CH:19]=2)=[CH:22][CH:23]=1)([CH3:32])[CH3:31].